Dataset: Forward reaction prediction with 1.9M reactions from USPTO patents (1976-2016). Task: Predict the product of the given reaction. (1) The product is: [C:29]([C:26]([C:22]1[CH:21]=[C:20]([CH:25]=[CH:24][CH:23]=1)[C:19]([NH:18][C:14]1[CH:15]=[CH:16][CH:17]=[C:12]([O:11][C:9]2[CH:8]=[CH:7][C:5]3[N:6]=[C:2]([NH:1][C:42](=[O:43])[CH2:41][N:38]4[CH2:39][CH2:40][N:35]([CH3:34])[CH2:36][CH2:37]4)[S:3][C:4]=3[CH:10]=2)[CH:13]=1)=[O:31])([CH3:27])[CH3:28])#[N:30]. Given the reactants [NH2:1][C:2]1[S:3][C:4]2[CH:10]=[C:9]([O:11][C:12]3[CH:13]=[C:14]([NH:18][C:19](=[O:31])[C:20]4[CH:25]=[CH:24][CH:23]=[C:22]([C:26]([C:29]#[N:30])([CH3:28])[CH3:27])[CH:21]=4)[CH:15]=[CH:16][CH:17]=3)[CH:8]=[CH:7][C:5]=2[N:6]=1.Cl.Cl.[CH3:34][N:35]1[CH2:40][CH2:39][N:38]([CH2:41][C:42](O)=[O:43])[CH2:37][CH2:36]1.C(N(CC)CC)C.Cl.C(N=C=NCCCN(C)C)C, predict the reaction product. (2) The product is: [Cl:6][C:7]1[C:15]([F:16])=[C:14]2[C:10]([CH:11]=[C:12]([CH3:21])[NH:13]2)=[CH:9][CH:8]=1. Given the reactants C([Mg]Br)(C)=C.[Cl:6][C:7]1[C:15]([F:16])=[C:14]2[C:10]([C:11](SC3C=CC=C(C(OCC)=O)C=3)=[C:12]([CH3:21])[N:13]2CC(O)=O)=[CH:9][CH:8]=1, predict the reaction product. (3) Given the reactants [CH3:1][O:2][C:3]1[CH:12]=[CH:11][C:10]([S:13](Cl)(=[O:15])=[O:14])=[C:9]2[C:4]=1[CH2:5][C@@H:6]([N:17]([CH3:24])[C:18](=[O:23])[C:19]([F:22])([F:21])[F:20])[CH2:7][O:8]2.[NH2:25][C:26]1[CH:35]=[CH:34][C:33]2[C:28](=[CH:29][CH:30]=[CH:31][CH:32]=2)[N:27]=1.CCN(C(C)C)C(C)C.N1C=CC=CC=1, predict the reaction product. The product is: [F:20][C:19]([F:22])([F:21])[C:18]([N:17]([C@@H:6]1[CH2:5][C:4]2[C:9](=[C:10]([S:13]([NH:25][C:26]3[CH:35]=[CH:34][C:33]4[C:28](=[CH:29][CH:30]=[CH:31][CH:32]=4)[N:27]=3)(=[O:15])=[O:14])[CH:11]=[CH:12][C:3]=2[O:2][CH3:1])[O:8][CH2:7]1)[CH3:24])=[O:23].